Dataset: NCI-60 drug combinations with 297,098 pairs across 59 cell lines. Task: Regression. Given two drug SMILES strings and cell line genomic features, predict the synergy score measuring deviation from expected non-interaction effect. (1) Drug 1: CCCS(=O)(=O)NC1=C(C(=C(C=C1)F)C(=O)C2=CNC3=C2C=C(C=N3)C4=CC=C(C=C4)Cl)F. Drug 2: C1CC(C1)(C(=O)O)C(=O)O.[NH2-].[NH2-].[Pt+2]. Cell line: T-47D. Synergy scores: CSS=11.4, Synergy_ZIP=-1.62, Synergy_Bliss=6.11, Synergy_Loewe=3.58, Synergy_HSA=4.94. (2) Drug 1: CN1CCC(CC1)COC2=C(C=C3C(=C2)N=CN=C3NC4=C(C=C(C=C4)Br)F)OC. Drug 2: COCCOC1=C(C=C2C(=C1)C(=NC=N2)NC3=CC=CC(=C3)C#C)OCCOC.Cl. Cell line: CCRF-CEM. Synergy scores: CSS=3.63, Synergy_ZIP=0.695, Synergy_Bliss=2.92, Synergy_Loewe=1.93, Synergy_HSA=1.93. (3) Drug 1: CCCCCOC(=O)NC1=NC(=O)N(C=C1F)C2C(C(C(O2)C)O)O. Drug 2: C1=NC(=NC(=O)N1C2C(C(C(O2)CO)O)O)N. Synergy scores: CSS=18.2, Synergy_ZIP=0.937, Synergy_Bliss=6.69, Synergy_Loewe=-4.27, Synergy_HSA=4.31. Cell line: HCC-2998.